Dataset: Forward reaction prediction with 1.9M reactions from USPTO patents (1976-2016). Task: Predict the product of the given reaction. (1) Given the reactants [N:1]([C@@H:4]1[CH2:9][CH2:8][C@H:7]([N:10]2[CH2:14][CH2:13][C@H:12]([CH2:15][C:16]3([C:21]4[CH:26]=[CH:25][CH:24]=[C:23]([C:27]([F:30])([F:29])[F:28])[CH:22]=4)[O:20][CH2:19][CH2:18][O:17]3)[C:11]2=[O:31])[C@H:6]([CH2:32][S:33]([C:36]2[CH:41]=[CH:40][CH:39]=[CH:38][CH:37]=2)(=[O:35])=[O:34])[CH2:5]1)=[N+]=[N-], predict the reaction product. The product is: [NH2:1][C@@H:4]1[CH2:9][CH2:8][C@H:7]([N:10]2[CH2:14][CH2:13][C@H:12]([CH2:15][C:16]3([C:21]4[CH:26]=[CH:25][CH:24]=[C:23]([C:27]([F:28])([F:29])[F:30])[CH:22]=4)[O:17][CH2:18][CH2:19][O:20]3)[C:11]2=[O:31])[C@H:6]([CH2:32][S:33]([C:36]2[CH:37]=[CH:38][CH:39]=[CH:40][CH:41]=2)(=[O:34])=[O:35])[CH2:5]1. (2) The product is: [F:33][C:32]([F:35])([F:34])[C:30]([OH:36])=[O:31].[CH3:28][CH:17]1[N:16]2[C:21]([CH2:22][O:23][C:24]3[C:15]2=[CH:14][C:13]([NH:12][CH:10]2[CH2:11][NH:8][CH:9]2[CH3:29])=[CH:26][CH:25]=3)=[N:20][NH:19][C:18]1=[O:27]. Given the reactants C(OC([N:8]1[CH2:11][CH:10]([NH:12][C:13]2[CH:14]=[C:15]3[C:24](=[CH:25][CH:26]=2)[O:23][CH2:22][C:21]2[N:16]3[CH:17]([CH3:28])[C:18](=[O:27])[NH:19][N:20]=2)[CH:9]1[CH3:29])=O)(C)(C)C.[C:30]([OH:36])([C:32]([F:35])([F:34])[F:33])=[O:31], predict the reaction product. (3) Given the reactants [C@:1]12(CS(O)(=O)=O)[C:2](C)([CH3:4])[CH:1]([CH2:7][CH2:7]1)[CH2:4][C:2]2=O.[NH2:16][C@:17]1([C:24]([O:26][CH2:27][CH3:28])=[O:25])[CH2:21][C:20](=[O:22])[NH:19][C:18]1=[O:23].COC1CCC(OC)O1.O, predict the reaction product. The product is: [O:23]=[C:18]1[C@@:17]([N:16]2[CH:4]=[CH:2][CH:1]=[CH:7]2)([C:24]([O:26][CH2:27][CH3:28])=[O:25])[CH2:21][C:20](=[O:22])[NH:19]1.